From a dataset of Reaction yield outcomes from USPTO patents with 853,638 reactions. Predict the reaction yield, written as a fraction of the theoretical maximum amount of product (1.0 means a 100% yield; for example, 0.34 means a 34% yield). The reactants are C(OC(C)(C)C)(C)(C)C.[K].[Cl:11][C:12]1[CH:17]=[C:16]([Cl:18])[CH:15]=[CH:14][C:13]=1[SH:19].Cl[C:21]1[S:25][C:24]([CH:26]=[O:27])=[CH:23][C:22]=1[N+:28]([O-:30])=[O:29].O. The catalyst is O1CCCC1. The product is [Cl:11][C:12]1[CH:17]=[C:16]([Cl:18])[CH:15]=[CH:14][C:13]=1[S:19][C:21]1[S:25][C:24]([CH:26]=[O:27])=[CH:23][C:22]=1[N+:28]([O-:30])=[O:29]. The yield is 0.820.